The task is: Predict the reactants needed to synthesize the given product.. This data is from Full USPTO retrosynthesis dataset with 1.9M reactions from patents (1976-2016). Given the product [F:1][C:2]1[CH:10]=[C:9]2[C:5]([C:6]([C:20]3[CH:25]=[N:24][C:23]([N:26]4[CH2:27][CH2:28][NH:37][CH2:36][CH2:35]4)=[CH:22][CH:21]=3)=[CH:7][N:8]2[S:11]([C:14]2[CH:19]=[CH:18][CH:17]=[CH:16][CH:15]=2)(=[O:12])=[O:13])=[CH:4][CH:3]=1, predict the reactants needed to synthesize it. The reactants are: [F:1][C:2]1[CH:10]=[C:9]2[C:5]([C:6]([C:20]3[CH:21]=[CH:22][C:23]([NH:26][CH2:27][CH2:28]CN)=[N:24][CH:25]=3)=[CH:7][N:8]2[S:11]([C:14]2[CH:19]=[CH:18][CH:17]=[CH:16][CH:15]=2)(=[O:13])=[O:12])=[CH:4][CH:3]=1.ClC1[N:37]=[CH:36][C:35](C2C3C(=CC(F)=CC=3)N(S(C3C=CC=CC=3)(=O)=O)C=2)=CC=1.N1CCNCC1.